Dataset: Full USPTO retrosynthesis dataset with 1.9M reactions from patents (1976-2016). Task: Predict the reactants needed to synthesize the given product. Given the product [Br:1][C:2]1[CH:7]=[CH:6][C:5]([CH2:8][CH3:9])=[C:4]([CH2:10][Cl:16])[C:3]=1[CH2:12][CH3:13], predict the reactants needed to synthesize it. The reactants are: [Br:1][C:2]1[C:3]([CH2:12][CH3:13])=[C:4]([CH2:10]O)[C:5]([CH2:8][CH3:9])=[CH:6][CH:7]=1.S(Cl)([Cl:16])=O.